From a dataset of Peptide-MHC class II binding affinity with 134,281 pairs from IEDB. Regression. Given a peptide amino acid sequence and an MHC pseudo amino acid sequence, predict their binding affinity value. This is MHC class II binding data. (1) The peptide sequence is EVLYLKPLAGVYRSLKKQLE. The MHC is DRB1_0102 with pseudo-sequence DRB1_0102. The binding affinity (normalized) is 0.362. (2) The peptide sequence is KLITFNVHNRYASNIVESAY. The MHC is DRB1_0101 with pseudo-sequence DRB1_0101. The binding affinity (normalized) is 0.671. (3) The peptide sequence is LGELTDFTLFIKTGH. The MHC is DRB1_0101 with pseudo-sequence DRB1_0101. The binding affinity (normalized) is 0.384. (4) The peptide sequence is KYFAATQFEPLAARL. The MHC is H-2-IAd with pseudo-sequence H-2-IAd. The binding affinity (normalized) is 0.393. (5) The peptide sequence is DTFRKDFRVYSNFLR. The MHC is DRB4_0101 with pseudo-sequence DRB4_0103. The binding affinity (normalized) is 0.135. (6) The peptide sequence is RPGGAGRDGGQLRIP. The MHC is HLA-DQA10102-DQB10602 with pseudo-sequence HLA-DQA10102-DQB10602. The binding affinity (normalized) is 0.103. (7) The peptide sequence is EAKQKGFVPFLVSATAGTTV. The MHC is DRB1_0403 with pseudo-sequence DRB1_0403. The binding affinity (normalized) is 0.304.